From a dataset of Catalyst prediction with 721,799 reactions and 888 catalyst types from USPTO. Predict which catalyst facilitates the given reaction. Reactant: [Cl:1][C:2]1[CH:9]=[CH:8][C:5]([C:6]#[N:7])=[C:4]([F:10])[CH:3]=1.[N+:11]([O-])([OH:13])=[O:12]. Product: [Cl:1][C:2]1[C:9]([N+:11]([O-:13])=[O:12])=[CH:8][C:5]([C:6]#[N:7])=[C:4]([F:10])[CH:3]=1. The catalyst class is: 82.